This data is from Forward reaction prediction with 1.9M reactions from USPTO patents (1976-2016). The task is: Predict the product of the given reaction. (1) Given the reactants [CH3:1][C:2]([C:4]1[CH:9]=[CH:8][C:7](F)=[C:6]([N+:11]([O-:13])=[O:12])[CH:5]=1)=[O:3].[C:14]([N:17]1[CH2:22][CH2:21][N:20]([C:23]2[CH:24]=[C:25]([CH:27]=[CH:28][CH:29]=2)[NH2:26])[CH2:19][CH2:18]1)(=[O:16])[CH3:15].O, predict the reaction product. The product is: [C:2]([C:4]1[CH:9]=[CH:8][C:7]([NH:26][C:25]2[CH:27]=[CH:28][CH:29]=[C:23]([N:20]3[CH2:19][CH2:18][N:17]([C:14](=[O:16])[CH3:15])[CH2:22][CH2:21]3)[CH:24]=2)=[C:6]([N+:11]([O-:13])=[O:12])[CH:5]=1)(=[O:3])[CH3:1]. (2) Given the reactants C[O:2][C:3]1[C:8]2[N:9]=[C:10]([NH:12][C:13]([C:15]3[S:16][C:17]([CH3:20])=[CH:18][CH:19]=3)=[O:14])[S:11][C:7]=2[C:6]([C:21]2[CH:26]=[CH:25][CH:24]=[CH:23][CH:22]=2)=[CH:5][CH:4]=1.B(Br)(Br)Br, predict the reaction product. The product is: [OH:2][C:3]1[C:8]2[N:9]=[C:10]([NH:12][C:13]([C:15]3[S:16][C:17]([CH3:20])=[CH:18][CH:19]=3)=[O:14])[S:11][C:7]=2[C:6]([C:21]2[CH:26]=[CH:25][CH:24]=[CH:23][CH:22]=2)=[CH:5][CH:4]=1. (3) Given the reactants ClC1C=CC=C(C(OO)=[O:9])C=1.[CH3:12][C:13]1([CH2:18][CH2:19][CH:20]=[C:21]([CH3:23])[CH3:22])[CH2:15][CH:14]1[CH2:16][OH:17], predict the reaction product. The product is: [CH3:12][C:13]1([CH2:18][CH2:19][CH:20]2[C:21]([CH3:23])([CH3:22])[O:9]2)[CH2:15][CH:14]1[CH2:16][OH:17]. (4) Given the reactants [OH:1][C:2]1[CH:3]=[C:4]([NH:8][C:9]2[O:10][C:11]([C:14]3[N:15](C(OC(C)(C)C)=O)[C:16]4[C:21]([CH:22]=3)=[CH:20][CH:19]=[CH:18][CH:17]=4)=[CH:12][N:13]=2)[CH:5]=[CH:6][CH:7]=1.FC(F)(F)C(O)=O, predict the reaction product. The product is: [NH:15]1[C:16]2[C:21](=[CH:20][CH:19]=[CH:18][CH:17]=2)[CH:22]=[C:14]1[C:11]1[O:10][C:9]([NH:8][C:4]2[CH:3]=[C:2]([OH:1])[CH:7]=[CH:6][CH:5]=2)=[N:13][CH:12]=1.